Dataset: Forward reaction prediction with 1.9M reactions from USPTO patents (1976-2016). Task: Predict the product of the given reaction. Given the reactants [Cl:1][C:2]1[C:3](Cl)=[N:4][CH:5]=[C:6]([CH:10]=1)[C:7]([OH:9])=[O:8].[CH3:12][C:13]([O-:16])(C)[CH3:14].[K+].Cl, predict the reaction product. The product is: [Cl:1][C:2]1[C:3]([O:16][CH:13]([CH3:14])[CH3:12])=[N:4][CH:5]=[C:6]([CH:10]=1)[C:7]([OH:9])=[O:8].